From a dataset of Reaction yield outcomes from USPTO patents with 853,638 reactions. Predict the reaction yield, written as a fraction of the theoretical maximum amount of product (1.0 means a 100% yield; for example, 0.34 means a 34% yield). The reactants are [F-].[K+].[Cl:3][C:4]1[C:12]2[O:11][CH:10]=[CH:9][C:8]=2[C:7](B2OCC(C)(C)CO2)=[CH:6][CH:5]=1.O.O.O.O.P(C1C=C(S([O-])(=O)=O)C=CC=1)(C1C=C(S([O-])(=O)=O)C=CC=1)C1C=C(S([O-])(=O)=O)C=CC=1.[Na+].[Na+].[Na+].[NH2:59][C:60]1[C:65]([F:66])=[C:64](Cl)[N:63]=[C:62]([C:68]([O:70][CH3:71])=[O:69])[C:61]=1[Cl:72]. The catalyst is C(O[Pd]OC(=O)C)(=O)C.O.C(OCC)(=O)C.C(#N)C. The product is [NH2:59][C:60]1[C:65]([F:66])=[C:64]([C:7]2[C:8]3[CH:9]=[CH:10][O:11][C:12]=3[C:4]([Cl:3])=[CH:5][CH:6]=2)[N:63]=[C:62]([C:68]([O:70][CH3:71])=[O:69])[C:61]=1[Cl:72]. The yield is 0.125.